From a dataset of Reaction yield outcomes from USPTO patents with 853,638 reactions. Predict the reaction yield, written as a fraction of the theoretical maximum amount of product (1.0 means a 100% yield; for example, 0.34 means a 34% yield). (1) The reactants are [CH3:1][O:2][CH2:3][CH2:4][O:5][CH2:6][C:7]1[S:8][CH:9]=[C:10]([C:12](OCC)=[O:13])[N:11]=1.[H-].[Al+3].[Li+].[H-].[H-].[H-].O. The catalyst is CCOCC.C(OCC)(=O)C. The product is [CH3:1][O:2][CH2:3][CH2:4][O:5][CH2:6][C:7]1[S:8][CH:9]=[C:10]([CH2:12][OH:13])[N:11]=1. The yield is 0.190. (2) The reactants are [CH3:1][N:2]([C@@H:4]1[C:22](=[O:23])[C:21]([C:24]([NH2:26])=[O:25])=[C:20]([OH:27])[C@:19]2([OH:28])[C@H:5]1[CH2:6][C@H:7]1[C:16]([C:17]2=[O:18])=[C:15]([OH:29])[C:14]2[C:9](=[C:10](I)[CH:11]=[CH:12][C:13]=2[OH:30])[CH2:8]1)[CH3:3]. The catalyst is CC([O-])=O.CC([O-])=O.[Pd+2].CO. The product is [CH3:1][N:2]([C@@H:4]1[C:22](=[O:23])[C:21]([C:24]([NH2:26])=[O:25])=[C:20]([OH:27])[C@:19]2([OH:28])[C@H:5]1[CH2:6][C@H:7]1[C:16]([C:17]2=[O:18])=[C:15]([OH:29])[C:14]2[C:9](=[C:10]([C:4]3[CH:22]=[CH:21][CH:20]=[CH:19][CH:5]=3)[CH:11]=[CH:12][C:13]=2[OH:30])[CH2:8]1)[CH3:3]. The yield is 0.420. (3) The reactants are [O:1]=[C:2]1[CH2:6][CH2:5][CH2:4][N:3]1[C@@H:7]1[CH2:12][CH2:11][C@H:10]([O:13]C(=O)C2C=CC([N+]([O-])=O)=CC=2)[CH2:9][CH2:8]1.C(=O)([O-])[O-].[K+].[K+]. The catalyst is CO.O. The yield is 0.830. The product is [OH:13][C@@H:10]1[CH2:9][CH2:8][C@H:7]([N:3]2[CH2:4][CH2:5][CH2:6][C:2]2=[O:1])[CH2:12][CH2:11]1. (4) The reactants are [CH3:1][O:2][CH2:3][C:4]1[CH:5]=[C:6]([CH:8]=[CH:9][CH:10]=1)[NH2:7].[F:11][C:12]([F:25])([O:16][C:17]1[CH:18]=[C:19]([CH:22]=[CH:23][CH:24]=1)[CH:20]=O)[CH:13]([F:15])[F:14].C(O)(=O)C.[BH-](OC(C)=O)(OC(C)=O)OC(C)=O.[Na+].[F:44][C:45]([F:50])([F:49])[CH:46]1[O:48][CH2:47]1. The catalyst is ClC(Cl)C.C(#N)C.FC(F)(F)S([O-])(=O)=O.[Yb+3].FC(F)(F)S([O-])(=O)=O.FC(F)(F)S([O-])(=O)=O. The product is [CH3:1][O:2][CH2:3][C:4]1[CH:5]=[C:6]([N:7]([CH2:20][C:19]2[CH:22]=[CH:23][CH:24]=[C:17]([O:16][C:12]([F:25])([F:11])[CH:13]([F:15])[F:14])[CH:18]=2)[CH2:47][CH:46]([OH:48])[C:45]([F:50])([F:49])[F:44])[CH:8]=[CH:9][CH:10]=1. The yield is 0.970. (5) The reactants are [CH:1]1([CH2:4][N:5]2[C:10](=[O:11])[C:9]([CH2:12][N:13]3C(=O)C4=CC=CC=C4C3=O)=[CH:8][C:7]([C:24]3[CH:29]=[CH:28][C:27]([O:30][CH3:31])=[C:26]([F:32])[CH:25]=3)=[N:6]2)[CH2:3][CH2:2]1.O.NN. The catalyst is CO. The product is [NH2:13][CH2:12][C:9]1[C:10](=[O:11])[N:5]([CH2:4][CH:1]2[CH2:3][CH2:2]2)[N:6]=[C:7]([C:24]2[CH:29]=[CH:28][C:27]([O:30][CH3:31])=[C:26]([F:32])[CH:25]=2)[CH:8]=1. The yield is 0.978.